This data is from Peptide-MHC class II binding affinity with 134,281 pairs from IEDB. The task is: Regression. Given a peptide amino acid sequence and an MHC pseudo amino acid sequence, predict their binding affinity value. This is MHC class II binding data. (1) The peptide sequence is VREAIKRRLRTLILA. The MHC is DRB1_0101 with pseudo-sequence DRB1_0101. The binding affinity (normalized) is 0.229. (2) The peptide sequence is GVAGLLVALAV. The MHC is DRB1_0701 with pseudo-sequence DRB1_0701. The binding affinity (normalized) is 0.297.